From a dataset of Forward reaction prediction with 1.9M reactions from USPTO patents (1976-2016). Predict the product of the given reaction. (1) The product is: [C:1]([C:3]1[CH:4]=[N:5][C:6]2[C:11]([C:12]=1[C:13]1[CH:18]=[CH:17][CH:16]=[CH:15][C:14]=1[O:19][CH3:20])=[CH:10][CH:9]=[C:8]([S:21]([NH:24][C:25]1[S:26][CH:27]=[CH:28][N:29]=1)(=[O:23])=[O:22])[CH:7]=2)#[N:2]. Given the reactants [C:1]([C:3]1[CH:4]=[N:5][C:6]2[C:11]([C:12]=1[C:13]1[CH:18]=[CH:17][CH:16]=[CH:15][C:14]=1[O:19][CH3:20])=[CH:10][CH:9]=[C:8]([S:21]([N:24](CC1C=CC(OC)=CC=1)[C:25]1[S:26][CH:27]=[CH:28][N:29]=1)(=[O:23])=[O:22])[CH:7]=2)#[N:2].C(Cl)Cl.C(O)(C(F)(F)F)=O, predict the reaction product. (2) Given the reactants [C:1]([O:5][C:6]([N:8]1[CH2:13][CH2:12][CH:11]([O:14][C:15]2[C:20]([C:21]([O:23]C)=[O:22])=[CH:19][C:18]([N+:25]([O-:27])=[O:26])=[CH:17][C:16]=2[Cl:28])[CH2:10][CH2:9]1)=[O:7])([CH3:4])([CH3:3])[CH3:2].CCCCCC, predict the reaction product. The product is: [C:1]([O:5][C:6]([N:8]1[CH2:9][CH2:10][CH:11]([O:14][C:15]2[C:20]([C:21]([OH:23])=[O:22])=[CH:19][C:18]([N+:25]([O-:27])=[O:26])=[CH:17][C:16]=2[Cl:28])[CH2:12][CH2:13]1)=[O:7])([CH3:4])([CH3:2])[CH3:3]. (3) Given the reactants [CH2:1]([O:8][CH2:9][CH2:10][OH:11])[C:2]1[CH:7]=[CH:6][CH:5]=[CH:4][CH:3]=1.Cl[C:13]1[N:14]=[C:15]([OH:23])[C:16]2[CH:22]=[CH:21][N:20]=[CH:19][C:17]=2[N:18]=1, predict the reaction product. The product is: [C:2]1([CH2:1][O:8][CH2:9][CH2:10][O:11][C:13]2[N:14]=[C:15]([OH:23])[C:16]3[CH:22]=[CH:21][N:20]=[CH:19][C:17]=3[N:18]=2)[CH:7]=[CH:6][CH:5]=[CH:4][CH:3]=1. (4) The product is: [CH3:18][C:19]1([CH2:24][CH2:25][NH:26][C:15]([C:4]2[C:3]3[C:7](=[CH:8][CH:9]=[CH:10][C:2]=3[Cl:1])[N:6]([CH:11]3[CH2:12][O:13][CH2:14]3)[CH:5]=2)=[O:17])[O:23][CH2:22][CH2:21][O:20]1. Given the reactants [Cl:1][C:2]1[CH:10]=[CH:9][CH:8]=[C:7]2[C:3]=1[C:4]([C:15]([OH:17])=O)=[CH:5][N:6]2[CH:11]1[CH2:14][O:13][CH2:12]1.[CH3:18][C:19]1([CH2:24][CH2:25][NH2:26])[O:23][CH2:22][CH2:21][O:20]1, predict the reaction product.